Dataset: Experimentally validated miRNA-target interactions with 360,000+ pairs, plus equal number of negative samples. Task: Binary Classification. Given a miRNA mature sequence and a target amino acid sequence, predict their likelihood of interaction. The miRNA is hsa-miR-1250-3p with sequence ACAUUUUCCAGCCCAUUCA. The protein sequence of the target gene is MTDRSPFETDMLTLTRYVMEKGRQAKGTGELTQLLNSMLTAIKAISSAVRKAGLAHLYGIAGSVNVTGDEVKKLDVLSNSLVINMVQSSYSTCVLVSEENKDAIITAKEKRGKYVVCFDPLDGSSNIDCLASIGTIFAIYRKTSEDEPSEKDALQCGRNIVAAGYALYGSATLVALSTGQGVDLFMLDPALGEFVLVEKDVKIKKKGKIYSLNEGYAKYFDAATTEYVQKKKFPEDGSAPYGARYVGSMVADVHRTLVYGGIFLYPANQKSPKGKLRLLYECNPVAYIIEQAGGLATTGT.... Result: 0 (no interaction).